Dataset: Full USPTO retrosynthesis dataset with 1.9M reactions from patents (1976-2016). Task: Predict the reactants needed to synthesize the given product. (1) Given the product [F:15][CH:16]1[CH2:21][CH2:20][N:19]([C:2]2[CH:9]=[CH:8][C:5]([C:6]#[N:7])=[CH:4][C:3]=2[C:10]([F:13])([F:12])[F:11])[CH2:18][CH2:17]1, predict the reactants needed to synthesize it. The reactants are: F[C:2]1[CH:9]=[CH:8][C:5]([C:6]#[N:7])=[CH:4][C:3]=1[C:10]([F:13])([F:12])[F:11].Cl.[F:15][CH:16]1[CH2:21][CH2:20][NH:19][CH2:18][CH2:17]1.C(=O)([O-])[O-].[K+].[K+]. (2) Given the product [CH3:22][C:15]1([CH3:23])[CH:16]=[CH:17][C:18](=[O:19])[N:14]1[C:11]1[S:12][CH:13]=[C:9]([C:6]2[CH:7]=[CH:8][C:3]([C:1]#[N:2])=[CH:4][CH:5]=2)[N:10]=1, predict the reactants needed to synthesize it. The reactants are: [C:1]([C:3]1[CH:8]=[CH:7][C:6]([C:9]2[N:10]=[C:11]([NH:14][C:15]([CH3:23])([CH3:22])/[CH:16]=[CH:17]/[C:18](OC)=[O:19])[S:12][CH:13]=2)=[CH:5][CH:4]=1)#[N:2].C[O-].[Na+].